From a dataset of Full USPTO retrosynthesis dataset with 1.9M reactions from patents (1976-2016). Predict the reactants needed to synthesize the given product. (1) Given the product [CH2:1]([NH:4][C:5]1[C:14]2[C:9](=[CH:10][CH:11]=[C:12]([N+:15]([O-:17])=[O:16])[CH:13]=2)[N:8]=[C:7]([NH:18][C:23](=[O:24])[NH:22][CH2:19][CH2:20][CH3:21])[N:6]=1)[CH:2]=[CH2:3], predict the reactants needed to synthesize it. The reactants are: [CH2:1]([NH:4][C:5]1[C:14]2[C:9](=[CH:10][CH:11]=[C:12]([N+:15]([O-:17])=[O:16])[CH:13]=2)[N:8]=[C:7]([NH2:18])[N:6]=1)[CH:2]=[CH2:3].[CH2:19]([N:22]=[C:23]=[O:24])[CH2:20][CH3:21].C(N(CC)CC)C.O. (2) Given the product [F:1][C:2]1[CH:10]=[C:9]2[C:5]([CH2:6][CH2:7][N:8]2[C:18]2[C:22]3[CH2:23][N:24]([C:27](=[O:29])[CH3:28])[CH2:25][CH2:26][C:21]=3[N:20]([CH:30]3[CH2:34][CH2:33][O:32][CH2:31]3)[N:19]=2)=[CH:4][C:3]=1[C:11]1[CH:12]=[N:13][N:14]([CH3:16])[CH:15]=1, predict the reactants needed to synthesize it. The reactants are: [F:1][C:2]1[CH:10]=[C:9]2[C:5]([CH2:6][CH2:7][NH:8]2)=[CH:4][C:3]=1[C:11]1[CH:12]=[N:13][N:14]([CH3:16])[CH:15]=1.Br[C:18]1[C:22]2[CH2:23][N:24]([C:27](=[O:29])[CH3:28])[CH2:25][CH2:26][C:21]=2[N:20]([CH:30]2[CH2:34][CH2:33][O:32][CH2:31]2)[N:19]=1.COC(C)(C)C.C1(P(C2CCCCC2)C2C=CC=CC=2C2C(OC(C)C)=CC=CC=2OC(C)C)CCCCC1.CC([O-])(C)C.[Na+]. (3) Given the product [F:1][C:2]1[CH:3]=[CH:4][C:5]([N:8]2[C:12]([C:13]3[CH:18]=[CH:17][N:16]=[C:15]([NH:19][C:20]([NH2:28])=[O:27])[CH:14]=3)=[CH:11][CH:10]=[N:9]2)=[CH:6][CH:7]=1, predict the reactants needed to synthesize it. The reactants are: [F:1][C:2]1[CH:7]=[CH:6][C:5]([N:8]2[C:12]([C:13]3[CH:18]=[CH:17][N:16]=[C:15]([NH2:19])[CH:14]=3)=[CH:11][CH:10]=[N:9]2)=[CH:4][CH:3]=1.[C:20]([N:28]=C=O)(=[O:27])C1C=CC=CC=1.C([O-])([O-])=O.[K+].[K+].C(O)C. (4) Given the product [S:8]1[CH:12]=[CH:11][C:10]([C:13]2[CH:14]=[C:15]3[C:20](=[CH:21][CH:22]=2)[CH2:19][N:18]([C:31]2[CH:32]=[CH:33][N:34]=[C:29]([CH:27]([OH:26])[CH3:28])[N:30]=2)[CH2:17][CH2:16]3)=[CH:9]1, predict the reactants needed to synthesize it. The reactants are: C(OCC)(=O)C.Cl.[S:8]1[CH:12]=[CH:11][C:10]([C:13]2[CH:14]=[C:15]3[C:20](=[CH:21][CH:22]=2)[CH2:19][NH:18][CH2:17][CH2:16]3)=[CH:9]1.C([O:26][C@@H:27]([C:29]1[N:34]=[C:33](Cl)[CH:32]=[CH:31][N:30]=1)[CH3:28])(=O)C.C(N(CC)CC)C.